Dataset: Forward reaction prediction with 1.9M reactions from USPTO patents (1976-2016). Task: Predict the product of the given reaction. (1) Given the reactants [C:1]([Si:5]([CH3:20])([CH3:19])[O:6][CH:7]1[CH2:12][CH2:11][CH:10]([N:13]2[CH:17]=[C:16](I)[CH:15]=[N:14]2)[CH2:9][CH2:8]1)([CH3:4])([CH3:3])[CH3:2].C([Mg]Cl)(C)C.CO[B:28]1[O:32][C:31]([CH3:34])([CH3:33])[C:30]([CH3:36])([CH3:35])[O:29]1.[NH4+].[Cl-], predict the reaction product. The product is: [Si:5]([O:6][C@H:7]1[CH2:12][CH2:11][C@H:10]([N:13]2[CH:17]=[C:16]([B:28]3[O:32][C:31]([CH3:34])([CH3:33])[C:30]([CH3:36])([CH3:35])[O:29]3)[CH:15]=[N:14]2)[CH2:9][CH2:8]1)([C:1]([CH3:4])([CH3:3])[CH3:2])([CH3:20])[CH3:19]. (2) The product is: [OH:1][B:2]1[C:6]2[CH:7]=[C:8]([NH:11][S:12]([C:15]3[CH:20]=[CH:19][C:18]([O:21][CH3:22])=[CH:17][C:16]=3[CH2:23][C:24]([OH:26])=[O:25])(=[O:14])=[O:13])[CH:9]=[CH:10][C:5]=2[CH2:4][O:3]1. Given the reactants [OH:1][B:2]1[C:6]2[CH:7]=[C:8]([NH:11][S:12]([C:15]3[CH:20]=[CH:19][C:18]([O:21][CH3:22])=[CH:17][C:16]=3[CH2:23][C:24]([O:26]CC)=[O:25])(=[O:14])=[O:13])[CH:9]=[CH:10][C:5]=2[CH2:4][O:3]1.[Li+].[OH-], predict the reaction product. (3) Given the reactants [NH2:1][C:2]1[N:7]=[CH:6][N:5]=[C:4]2[N:8]([CH:24]3[CH2:29][CH2:28][CH2:27][N:26]([C:30](=[O:34])/[CH:31]=[CH:32]/C)[CH2:25]3)[N:9]=[C:10]([C:11]3[CH:16]=[CH:15][C:14]([O:17][C:18]4[CH:23]=[CH:22][CH:21]=[CH:20][CH:19]=4)=[CH:13][CH:12]=3)[C:3]=12.NC1N=CN=C2N(C3CCCN(S(C=C)(=O)=O)C3)N=C(C3C=CC(OC4C=CC=CC=4)=CC=3)C=12.NC1N=CN=C2N(C3CCCN(C(=O)C#C)C3)N=C(C3C=CC(OC4C=CC=CC=4)=CC=3)C=12.NC1N=CN=C2N(C3CCN(C(=O)C=C)CC3)N=C(C3C=CC(OC4C=CC=CC=4)=CC=3)C=12.NC1N=CN=C2N([C@@H]3CCN(C(=O)C=C)C3)N=C(C3C=CC(OC4C=CC=CC=4)=CC=3)C=12.NC1N=CN=C2N([C@H]3CCN(C(=O)C=C)C3)N=C(C3C=CC(OC4C=CC=CC=4)=CC=3)C=12.NC1N=CN=C2N([C@@H]3CCCN(C(=O)C=C)C3)N=C(C3C=CC(OC4C=CC=CC=4)=CC=3)C=12.NC1N=CN=C2N([C@H]3CCCN(C(=O)C=C)C3)N=C(C3C=CC(OC4C=CC=CC=4)=CC=3)C=12.NC1N=CN=C2N(C3CCCN(C(=O)/C=C/CN(C)C)C3)N=C(C3C=CC(OC4C=CC=CC=4)=CC=3)C=12, predict the reaction product. The product is: [NH2:1][C:2]1[N:7]=[CH:6][N:5]=[C:4]2[N:8]([CH:24]3[CH2:29][CH2:28][CH2:27][N:26]([C:30](=[O:34])[CH:31]=[CH2:32])[CH2:25]3)[N:9]=[C:10]([C:11]3[CH:16]=[CH:15][C:14]([O:17][C:18]4[CH:19]=[CH:20][CH:21]=[CH:22][CH:23]=4)=[CH:13][CH:12]=3)[C:3]=12. (4) Given the reactants [O:1]([C:8]1[CH:13]=[CH:12][C:11]([N:14]=[C:15]=[O:16])=[CH:10][CH:9]=1)[C:2]1[CH:7]=[CH:6][CH:5]=[CH:4][CH:3]=1.[N:17]1[C:22]2[CH:23]=[CH:24][S:25][C:21]=2[C:20]([N:26]2[CH2:31][CH2:30][CH:29]([NH2:32])[CH2:28][CH2:27]2)=[N:19][CH:18]=1, predict the reaction product. The product is: [O:1]([C:8]1[CH:13]=[CH:12][C:11]([NH:14][C:15]([NH:32][CH:29]2[CH2:30][CH2:31][N:26]([C:20]3[C:21]4[S:25][CH:24]=[CH:23][C:22]=4[N:17]=[CH:18][N:19]=3)[CH2:27][CH2:28]2)=[O:16])=[CH:10][CH:9]=1)[C:2]1[CH:3]=[CH:4][CH:5]=[CH:6][CH:7]=1. (5) Given the reactants [C:1]([N:8]1[CH2:12][CH2:11][C@@H:10]([OH:13])[CH2:9]1)([O:3][C:4]([CH3:7])([CH3:6])[CH3:5])=[O:2].C(N(CC)CC)C.[CH3:21][S:22](Cl)(=[O:24])=[O:23].C(OCC)(=O)C, predict the reaction product. The product is: [CH3:21][S:22]([O:13][C@@H:10]1[CH2:11][CH2:12][N:8]([C:1]([O:3][C:4]([CH3:7])([CH3:6])[CH3:5])=[O:2])[CH2:9]1)(=[O:24])=[O:23]. (6) Given the reactants FC(F)(F)C(O)=O.[NH2:8][CH2:9][C:10]1[CH:34]=[C:33]([F:35])[CH:32]=[CH:31][C:11]=1[CH2:12][O:13][C:14]1[CH:19]=[C:18]([CH3:20])[N:17]([C:21]2[C:26]([F:27])=[CH:25][CH:24]=[CH:23][C:22]=2[F:28])[C:16](=[O:29])[C:15]=1[Br:30].C(N(CC)CC)C.C[Si]([N:47]=[C:48]=[O:49])(C)C, predict the reaction product. The product is: [Br:30][C:15]1[C:16](=[O:29])[N:17]([C:21]2[C:22]([F:28])=[CH:23][CH:24]=[CH:25][C:26]=2[F:27])[C:18]([CH3:20])=[CH:19][C:14]=1[O:13][CH2:12][C:11]1[CH:31]=[CH:32][C:33]([F:35])=[CH:34][C:10]=1[CH2:9][NH:8][C:48]([NH2:47])=[O:49]. (7) Given the reactants [CH3:1][C:2]1([C:7]2[O:11][C:10]([CH2:12][N:13]3[CH:17]=[C:16]([NH2:18])[CH:15]=[N:14]3)=[CH:9][CH:8]=2)[O:6]CCO1.[F:19][C:20]1[CH:21]=[C:22]([C:26]2[O:30][CH:29]=[N:28][C:27]=2[C:31](O)=[O:32])[CH:23]=[CH:24][CH:25]=1, predict the reaction product. The product is: [C:2]([C:7]1[O:11][C:10]([CH2:12][N:13]2[CH:17]=[C:16]([NH:18][C:31]([C:27]3[N:28]=[CH:29][O:30][C:26]=3[C:22]3[CH:23]=[CH:24][CH:25]=[C:20]([F:19])[CH:21]=3)=[O:32])[CH:15]=[N:14]2)=[CH:9][CH:8]=1)(=[O:6])[CH3:1]. (8) Given the reactants [CH3:1][O:2][C:3]([C:5]1[S:6][C:7]([C:12]([CH3:15])([CH3:14])[CH3:13])=[CH:8][C:9]=1[CH2:10]Br)=[O:4].[F:16][C:17]1[CH:24]=[C:23]([C:25]2[CH:30]=[C:29]([C:31]3[CH:32]=[N:33][N:34]([CH3:36])[CH:35]=3)[N:28]=[C:27]([O:37][CH3:38])[CH:26]=2)[CH:22]=[CH:21][C:18]=1[CH2:19][NH2:20].C([O-])([O-])=O.[Cs+].[Cs+], predict the reaction product. The product is: [CH3:1][O:2][C:3]([C:5]1[S:6][C:7]([C:12]([CH3:15])([CH3:14])[CH3:13])=[CH:8][C:9]=1[CH2:10][NH:20][CH2:19][C:18]1[CH:21]=[CH:22][C:23]([C:25]2[CH:30]=[C:29]([C:31]3[CH:32]=[N:33][N:34]([CH3:36])[CH:35]=3)[N:28]=[C:27]([O:37][CH3:38])[CH:26]=2)=[CH:24][C:17]=1[F:16])=[O:4]. (9) Given the reactants [Cl:1][C:2]1[N:7]=[C:6]([O:8][C:9]2[CH:14]=[CH:13][C:12]([O:15][CH3:16])=[CH:11][C:10]=2[Cl:17])[CH:5]=[C:4](Cl)[N:3]=1.O.Cl.Cl.[NH2:22][CH2:23][C:24]1[NH:25][C:26]2[CH:32]=[CH:31][CH:30]=[CH:29][C:27]=2[N:28]=1.C(N(CC)CC)C.O, predict the reaction product. The product is: [Cl:1][C:2]1[N:7]=[C:6]([O:8][C:9]2[CH:14]=[CH:13][C:12]([O:15][CH3:16])=[CH:11][C:10]=2[Cl:17])[CH:5]=[C:4]([NH:22][CH2:23][C:24]2[NH:25][C:26]3[CH:32]=[CH:31][CH:30]=[CH:29][C:27]=3[N:28]=2)[N:3]=1.